This data is from Full USPTO retrosynthesis dataset with 1.9M reactions from patents (1976-2016). The task is: Predict the reactants needed to synthesize the given product. (1) The reactants are: CC(C1C=C(C(C)C)C(C2C=CC=CC=2P(C2CCCCC2)C2CCCCC2)=C(C(C)C)C=1)C.C(=O)([O-])[O-].[Cs+].[Cs+].O1CCOCC1.Br[C:48]1[CH:53]=[C:52]([F:54])[CH:51]=[CH:50][C:49]=1[CH3:55].[C:56]([O:60][C:61]([N:63]1[CH2:68][CH2:67][NH:66][CH2:65][CH2:64]1)=[O:62])([CH3:59])([CH3:58])[CH3:57]. Given the product [C:56]([O:60][C:61]([N:63]1[CH2:68][CH2:67][N:66]([C:48]2[CH:53]=[C:52]([F:54])[CH:51]=[CH:50][C:49]=2[CH3:55])[CH2:65][CH2:64]1)=[O:62])([CH3:59])([CH3:57])[CH3:58], predict the reactants needed to synthesize it. (2) Given the product [Cl:1][C:2]1[CH:3]=[C:4]2[C:10]([C:11]3[N:16]=[C:15]([NH:37][C@H:32]4[CH2:33][CH2:34][CH2:35][CH2:36][C@@H:31]4[NH2:38])[C:14]([F:20])=[CH:13][N:12]=3)=[CH:9][N:8]([S:21]([C:24]3[CH:29]=[CH:28][C:27]([CH3:30])=[CH:26][CH:25]=3)(=[O:23])=[O:22])[C:5]2=[N:6][CH:7]=1, predict the reactants needed to synthesize it. The reactants are: [Cl:1][C:2]1[CH:3]=[C:4]2[C:10]([C:11]3[N:16]=[C:15](S(C)=O)[C:14]([F:20])=[CH:13][N:12]=3)=[CH:9][N:8]([S:21]([C:24]3[CH:29]=[CH:28][C:27]([CH3:30])=[CH:26][CH:25]=3)(=[O:23])=[O:22])[C:5]2=[N:6][CH:7]=1.[C@H:31]1([NH2:38])[CH2:36][CH2:35][CH2:34][CH2:33][C@@H:32]1[NH2:37]. (3) Given the product [C:52]([O:15][CH2:14][C:13]([CH3:17])([CH3:16])[CH2:12][N:11]1[C:5]2[CH:4]=[CH:3][C:2]([Cl:1])=[CH:45][C:6]=2[C@@H:7]([C:35]2[CH:40]=[CH:39][CH:38]=[C:37]([O:41][CH3:42])[C:36]=2[O:43][CH3:44])[O:8][C@H:9]([CH2:19][C:20]([NH:22][C:23]2[CH:24]=[CH:25][C:26]3[O:30][C:29]([C:31]([OH:33])=[O:32])=[CH:28][C:27]=3[CH:34]=2)=[O:21])[C:10]1=[O:18])(=[O:54])[CH3:53], predict the reactants needed to synthesize it. The reactants are: [Cl:1][C:2]1[CH:3]=[CH:4][C:5]2[N:11]([CH2:12][C:13]([CH3:17])([CH3:16])[CH2:14][OH:15])[C:10](=[O:18])[C@@H:9]([CH2:19][C:20]([NH:22][C:23]3[CH:24]=[CH:25][C:26]4[O:30][C:29]([C:31]([O-:33])=[O:32])=[CH:28][C:27]=4[CH:34]=3)=[O:21])[O:8][C@H:7]([C:35]3[CH:40]=[CH:39][CH:38]=[C:37]([O:41][CH3:42])[C:36]=3[O:43][CH3:44])[C:6]=2[CH:45]=1.N1C=CC=CC=1.[C:52](OCC)(=[O:54])[CH3:53].C(Cl)(=O)C. (4) The reactants are: Cl[C:2]1[C:3]([NH2:9])=[N:4][CH:5]=[N:6][C:7]=1Cl.[NH2:10][C:11]1[CH:12]=[C:13]([OH:17])[CH:14]=[CH:15][CH:16]=1.[Cl:18][C:19]1[CH:20]=[C:21]([CH:37]=[CH:38][CH:39]=1)[CH2:22][N:23]1[CH:27]=[C:26](B2OC(C)(C)C(C)(C)O2)[CH:25]=[N:24]1.[C:40](Cl)(=[O:43])[CH:41]=[CH2:42]. Given the product [NH2:9][C:3]1[N:4]=[CH:5][N:6]=[C:7]([O:17][C:13]2[CH:12]=[C:11]([NH:10][C:40](=[O:43])[CH:41]=[CH2:42])[CH:16]=[CH:15][CH:14]=2)[C:2]=1[C:26]1[CH:25]=[N:24][N:23]([CH2:22][C:21]2[CH:37]=[CH:38][CH:39]=[C:19]([Cl:18])[CH:20]=2)[CH:27]=1, predict the reactants needed to synthesize it. (5) The reactants are: Br[CH2:2][C:3]1[N:8]([CH2:9][CH2:10][C:11]2[CH:23]=[CH:22][C:14]([C:15]([O:17][C:18]([CH3:21])([CH3:20])[CH3:19])=[O:16])=[CH:13][CH:12]=2)[C:7](=[O:24])[C:6]([Cl:25])=[CH:5][C:4]=1[Cl:26].C([N:29]([CH2:32][CH3:33])[CH2:30]C)C.[CH3:34]N(C=O)C.C(=O)([O-])O.[Na+].[C:44]([O:47][CH2:48][CH3:49])(=[O:46])[CH3:45]. Given the product [C:44]([O:47][C@@H:48]1[CH2:49][CH2:34][CH2:33][C@H:32]1[N:29]([CH2:2][C:3]1[N:8]([CH2:9][CH2:10][C:11]2[CH:23]=[CH:22][C:14]([C:15]([O:17][C:18]([CH3:21])([CH3:20])[CH3:19])=[O:16])=[CH:13][CH:12]=2)[C:7](=[O:24])[C:6]([Cl:25])=[CH:5][C:4]=1[Cl:26])[CH3:30])(=[O:46])[CH3:45], predict the reactants needed to synthesize it. (6) Given the product [CH3:1][C:2]1[CH:9]=[CH:8][CH:7]=[C:6]([CH3:10])[C:3]=1[CH2:4][Cl:13], predict the reactants needed to synthesize it. The reactants are: [CH3:1][C:2]1[CH:9]=[CH:8][CH:7]=[C:6]([CH3:10])[C:3]=1[CH2:4]O.S(Cl)([Cl:13])=O. (7) Given the product [C:1]([C:3]1[NH:7][C:6]([C:9]([O:11][CH3:12])=[O:10])=[CH:5][CH:4]=1)#[N:2], predict the reactants needed to synthesize it. The reactants are: [C:1]([C:3]1[N:7](O)[C:6]([C:9]([O:11][CH3:12])=[O:10])=[CH:5][CH:4]=1)#[N:2]. (8) Given the product [C:1]1([S:7]([N:10]2[C:14]3=[N:15][CH:16]=[C:17]([F:19])[CH:18]=[C:13]3[CH:12]=[C:11]2[CH:38]([OH:39])[CH2:37][CH:34]2[CH2:35][CH2:36][O:31][CH2:32][CH2:33]2)(=[O:9])=[O:8])[CH:6]=[CH:5][CH:4]=[CH:3][CH:2]=1, predict the reactants needed to synthesize it. The reactants are: [C:1]1([S:7]([N:10]2[C:14]3=[N:15][CH:16]=[C:17]([F:19])[CH:18]=[C:13]3[CH:12]=[CH:11]2)(=[O:9])=[O:8])[CH:6]=[CH:5][CH:4]=[CH:3][CH:2]=1.C([Li])CCC.CCCCCC.[O:31]1[CH2:36][CH2:35][CH:34]([CH2:37][CH:38]=[O:39])[CH2:33][CH2:32]1. (9) Given the product [OH:30][CH:29]([CH2:22][C:23]1[CH:28]=[CH:27][CH:26]=[CH:25][CH:24]=1)[CH2:31][N:1]1[CH2:2][CH2:3][C:4]2([O:11][C:10]3[C:12]4[C:17]([C:18](=[O:21])[C:19](=[O:20])[C:9]=3[S:8][CH2:7]2)=[CH:16][CH:15]=[CH:14][CH:13]=4)[CH2:5][CH2:6]1, predict the reactants needed to synthesize it. The reactants are: [NH:1]1[CH2:6][CH2:5][C:4]2([O:11][C:10]3[C:12]4[C:17]([C:18](=[O:21])[C:19](=[O:20])[C:9]=3[S:8][CH2:7]2)=[CH:16][CH:15]=[CH:14][CH:13]=4)[CH2:3][CH2:2]1.[CH2:22]([CH:29]1[CH2:31][O:30]1)[C:23]1[CH:28]=[CH:27][CH:26]=[CH:25][CH:24]=1. (10) Given the product [I:1][C:2]1[C:7]([O:8][CH2:26][C:25]2[CH:28]=[CH:29][C:22]([O:21][CH3:20])=[CH:23][CH:24]=2)=[CH:6][CH:5]=[CH:4][N:3]=1, predict the reactants needed to synthesize it. The reactants are: [I:1][C:2]1[C:7]([OH:8])=[CH:6][CH:5]=[CH:4][N:3]=1.C([O-])([O-])=O.[K+].[K+].CN(C=O)C.[CH3:20][O:21][C:22]1[CH:29]=[CH:28][C:25]([CH2:26]Cl)=[CH:24][CH:23]=1.